Predict the reactants needed to synthesize the given product. From a dataset of Full USPTO retrosynthesis dataset with 1.9M reactions from patents (1976-2016). (1) Given the product [CH:27]1([C:24]2[N:25]=[CH:26][C:21]([O:1][C@@H:2]3[CH2:19][N:5]4[C:6](=[O:18])[CH2:7][CH2:8][N:9]([C:11]([O:13][C:14]([CH3:15])([CH3:16])[CH3:17])=[O:12])[CH2:10][C@@H:4]4[CH2:3]3)=[N:22][CH:23]=2)[CH2:29][CH2:28]1, predict the reactants needed to synthesize it. The reactants are: [OH:1][C@@H:2]1[CH2:19][N:5]2[C:6](=[O:18])[CH2:7][CH2:8][N:9]([C:11]([O:13][C:14]([CH3:17])([CH3:16])[CH3:15])=[O:12])[CH2:10][C@@H:4]2[CH2:3]1.Br[C:21]1[CH:26]=[N:25][C:24]([CH:27]2[CH2:29][CH2:28]2)=[CH:23][N:22]=1.CC(C)([O-])C.[K+]. (2) Given the product [Cl:9][C:7]1[CH:6]=[CH:5][C:3]([NH2:4])=[C:2]([B:13]2[O:14][C:15]([CH3:17])([CH3:16])[C:11]([CH3:27])([CH3:10])[O:12]2)[CH:8]=1, predict the reactants needed to synthesize it. The reactants are: Br[C:2]1[CH:8]=[C:7]([Cl:9])[CH:6]=[CH:5][C:3]=1[NH2:4].[CH3:10][C:11]1([CH3:27])[C:15]([CH3:17])([CH3:16])[O:14][B:13]([B:13]2[O:14][C:15]([CH3:17])([CH3:16])[C:11]([CH3:27])([CH3:10])[O:12]2)[O:12]1.CC([O-])=O.[K+].